Dataset: Full USPTO retrosynthesis dataset with 1.9M reactions from patents (1976-2016). Task: Predict the reactants needed to synthesize the given product. (1) Given the product [CH:11]1([CH:16]([N:20]2[CH:24]=[C:23]([C:25]3[C:26]4[CH:33]=[CH:32][N:31]([CH2:34][O:35][CH2:36][CH2:37][Si:38]([CH3:39])([CH3:41])[CH3:40])[C:27]=4[N:28]=[CH:29][N:30]=3)[CH:22]=[N:21]2)[CH2:17][CH:18]=[O:19])[CH2:15][CH2:14][CH2:13][CH2:12]1, predict the reactants needed to synthesize it. The reactants are: C(Cl)(=O)C(Cl)=O.CS(C)=O.[CH:11]1([CH:16]([N:20]2[CH:24]=[C:23]([C:25]3[C:26]4[CH:33]=[CH:32][N:31]([CH2:34][O:35][CH2:36][CH2:37][Si:38]([CH3:41])([CH3:40])[CH3:39])[C:27]=4[N:28]=[CH:29][N:30]=3)[CH:22]=[N:21]2)[CH2:17][CH2:18][OH:19])[CH2:15][CH2:14][CH2:13][CH2:12]1.O. (2) The reactants are: [Br:1][C:2]1[O:6][C:5]([C:7]2[C:12]([CH3:13])=[CH:11][N:10]=[C:9]([NH:14][C:15](=[O:17])[CH3:16])[CH:8]=2)=[CH:4][C:3]=1[C:18]1[N:22]=[CH:21][NH:20][N:19]=1.CCN(C(C)C)C(C)C.[CH3:32][Si:33]([CH2:36][CH2:37][O:38][CH2:39]Cl)([CH3:35])[CH3:34]. Given the product [Br:1][C:2]1[O:6][C:5]([C:7]2[C:12]([CH3:13])=[CH:11][N:10]=[C:9]([NH:14][C:15](=[O:17])[CH3:16])[CH:8]=2)=[CH:4][C:3]=1[C:18]1[N:22]=[CH:21][N:20]([CH2:39][O:38][CH2:37][CH2:36][Si:33]([CH3:35])([CH3:34])[CH3:32])[N:19]=1, predict the reactants needed to synthesize it. (3) Given the product [Br:1][CH:14]([CH2:13][O:12][C:8]([CH3:11])([CH3:10])[CH3:9])[C:16]([OH:18])=[O:17], predict the reactants needed to synthesize it. The reactants are: [Br-:1].[K+].Br.N([O-])=O.[Na+].[C:8]([O:12][CH2:13][C@@H:14]([C:16]([OH:18])=[O:17])N)([CH3:11])([CH3:10])[CH3:9].